Dataset: Peptide-MHC class II binding affinity with 134,281 pairs from IEDB. Task: Regression. Given a peptide amino acid sequence and an MHC pseudo amino acid sequence, predict their binding affinity value. This is MHC class II binding data. (1) The binding affinity (normalized) is 0.540. The peptide sequence is GELQIVDLIDAAFKI. The MHC is DRB1_0401 with pseudo-sequence DRB1_0401. (2) The peptide sequence is SAALGPLIEGNTSLL. The MHC is DRB5_0101 with pseudo-sequence DRB5_0101. The binding affinity (normalized) is 0. (3) The peptide sequence is FDPYGATISATKESA. The MHC is HLA-DPA10201-DPB10101 with pseudo-sequence HLA-DPA10201-DPB10101. The binding affinity (normalized) is 0.566. (4) The peptide sequence is ASLFLHLVGIPTHRH. The MHC is DRB1_1302 with pseudo-sequence DRB1_1302. The binding affinity (normalized) is 0.169.